This data is from Catalyst prediction with 721,799 reactions and 888 catalyst types from USPTO. The task is: Predict which catalyst facilitates the given reaction. (1) Reactant: [C:1]1([C:7]2[CH:11]=[C:10]([C:12]([OH:14])=O)[O:9][N:8]=2)[CH:6]=[CH:5][CH:4]=[CH:3][CH:2]=1.Cl.C(N=C=NCCCN(C)C)C.O.ON1C2C=CC=CC=2N=N1.C(N(C(C)C)CC)(C)C.FC(F)(F)C(O)=O.[Cl:54][C:55]1[CH:70]=[CH:69][C:58]([C:59]([NH:61][CH2:62][CH:63]2[CH2:68][CH2:67][NH:66][CH2:65][CH2:64]2)=[O:60])=[CH:57][C:56]=1[O:71][CH3:72]. Product: [Cl:54][C:55]1[CH:70]=[CH:69][C:58]([C:59]([NH:61][CH2:62][CH:63]2[CH2:64][CH2:65][N:66]([C:12]([C:10]3[O:9][N:8]=[C:7]([C:1]4[CH:2]=[CH:3][CH:4]=[CH:5][CH:6]=4)[CH:11]=3)=[O:14])[CH2:67][CH2:68]2)=[O:60])=[CH:57][C:56]=1[O:71][CH3:72]. The catalyst class is: 4. (2) Reactant: [OH:1][CH2:2][C:3]1[C:8]([OH:9])=[CH:7][CH:6]=[C:5]([CH3:10])[N:4]=1.C([O-])([O-])=O.[K+].[K+].I[CH2:18][CH3:19].O. Product: [CH2:18]([O:9][C:8]1[C:3]([CH2:2][OH:1])=[N:4][C:5]([CH3:10])=[CH:6][CH:7]=1)[CH3:19]. The catalyst class is: 31. (3) Reactant: [CH:1]1([CH2:7][C@@H:8]([NH:11][C:12](=[O:18])[O:13][C:14]([CH3:17])([CH3:16])[CH3:15])[CH:9]=[O:10])[CH2:6][CH2:5][CH2:4][CH2:3][CH2:2]1.S(=O)(O)[O-].[Na+].[C-:24]#[N:25].[K+]. Product: [C:24]([CH:9]([OH:10])[C@H:8]([NH:11][C:12](=[O:18])[O:13][C:14]([CH3:15])([CH3:17])[CH3:16])[CH2:7][CH:1]1[CH2:2][CH2:3][CH2:4][CH2:5][CH2:6]1)#[N:25]. The catalyst class is: 69.